This data is from Reaction yield outcomes from USPTO patents with 853,638 reactions. The task is: Predict the reaction yield, written as a fraction of the theoretical maximum amount of product (1.0 means a 100% yield; for example, 0.34 means a 34% yield). The reactants are C[O-].[Na+].C([O:7][C@@H:8]1[C@@H:17]([O:18]C(=O)C)[C@H:16]([O:22]C(=O)C)[C@@H:15]([CH2:26][O:27]C(=O)C)[O:14][C@H:9]1[O:10][CH2:11][CH2:12][Br:13])(=O)C. The catalyst is CO. The product is [O:10]([CH2:11][CH2:12][Br:13])[C@@H:9]1[O:14][C@H:15]([CH2:26][OH:27])[C@@H:16]([OH:22])[C@H:17]([OH:18])[C@H:8]1[OH:7]. The yield is 0.930.